From a dataset of Full USPTO retrosynthesis dataset with 1.9M reactions from patents (1976-2016). Predict the reactants needed to synthesize the given product. (1) Given the product [C:14]1([NH:20][C:21](=[O:22])[NH:1][C:2]2[CH:13]=[CH:12][CH:11]=[CH:10][C:3]=2[CH:4]=[CH:5][C:6]([O:8][CH3:9])=[O:7])[CH:19]=[CH:18][CH:17]=[CH:16][CH:15]=1, predict the reactants needed to synthesize it. The reactants are: [NH2:1][C:2]1[CH:13]=[CH:12][CH:11]=[CH:10][C:3]=1[CH:4]=[CH:5][C:6]([O:8][CH3:9])=[O:7].[C:14]1([N:20]=[C:21]=[O:22])[CH:19]=[CH:18][CH:17]=[CH:16][CH:15]=1. (2) Given the product [Cl:1][C:2]1[CH:7]=[CH:6][C:5]([C@H:8]2[C@@H:12]([C:13]3[CH:18]=[CH:17][C:16]([Cl:19])=[CH:15][CH:14]=3)[N:11]([C:20]([N:42]3[CH2:43][CH2:44][N:39]([C:37]([C:36]4[C:32]([CH3:31])=[N:33][O:34][C:35]=4[CH3:45])=[O:38])[CH2:40][CH2:41]3)=[O:21])[C:10]([C:23]3[S:24][CH:25]=[CH:26][C:27]=3[O:28][CH2:29][CH3:30])=[N:9]2)=[CH:4][CH:3]=1, predict the reactants needed to synthesize it. The reactants are: [Cl:1][C:2]1[CH:7]=[CH:6][C:5]([C@H:8]2[C@@H:12]([C:13]3[CH:18]=[CH:17][C:16]([Cl:19])=[CH:15][CH:14]=3)[N:11]([C:20](Cl)=[O:21])[C:10]([C:23]3[S:24][CH:25]=[CH:26][C:27]=3[O:28][CH2:29][CH3:30])=[N:9]2)=[CH:4][CH:3]=1.[CH3:31][C:32]1[C:36]([C:37]([N:39]2[CH2:44][CH2:43][NH:42][CH2:41][CH2:40]2)=[O:38])=[C:35]([CH3:45])[O:34][N:33]=1. (3) The reactants are: [CH2:1]([N:8]([CH2:24][C:25]1[CH:30]=[CH:29][CH:28]=[CH:27][CH:26]=1)[CH2:9][CH2:10][CH:11]1[CH2:16][CH2:15][N:14](C(OC(C)(C)C)=O)[CH2:13][CH2:12]1)[C:2]1[CH:7]=[CH:6][CH:5]=[CH:4][CH:3]=1.C(O)(C(F)(F)F)=O. Given the product [CH2:24]([N:8]([CH2:1][C:2]1[CH:7]=[CH:6][CH:5]=[CH:4][CH:3]=1)[CH2:9][CH2:10][CH:11]1[CH2:12][CH2:13][NH:14][CH2:15][CH2:16]1)[C:25]1[CH:26]=[CH:27][CH:28]=[CH:29][CH:30]=1, predict the reactants needed to synthesize it.